This data is from NCI-60 drug combinations with 297,098 pairs across 59 cell lines. The task is: Regression. Given two drug SMILES strings and cell line genomic features, predict the synergy score measuring deviation from expected non-interaction effect. (1) Cell line: SK-MEL-28. Synergy scores: CSS=2.12, Synergy_ZIP=-0.432, Synergy_Bliss=1.69, Synergy_Loewe=0.00703, Synergy_HSA=0.398. Drug 1: C(=O)(N)NO. Drug 2: CS(=O)(=O)OCCCCOS(=O)(=O)C. (2) Synergy scores: CSS=8.24, Synergy_ZIP=1.72, Synergy_Bliss=0.107, Synergy_Loewe=-22.3, Synergy_HSA=-4.31. Drug 2: CC1CCC2CC(C(=CC=CC=CC(CC(C(=O)C(C(C(=CC(C(=O)CC(OC(=O)C3CCCCN3C(=O)C(=O)C1(O2)O)C(C)CC4CCC(C(C4)OC)O)C)C)O)OC)C)C)C)OC. Drug 1: CN(CC1=CN=C2C(=N1)C(=NC(=N2)N)N)C3=CC=C(C=C3)C(=O)NC(CCC(=O)O)C(=O)O. Cell line: CCRF-CEM. (3) Drug 1: CN1CCC(CC1)COC2=C(C=C3C(=C2)N=CN=C3NC4=C(C=C(C=C4)Br)F)OC. Drug 2: CC1C(C(CC(O1)OC2CC(CC3=C2C(=C4C(=C3O)C(=O)C5=C(C4=O)C(=CC=C5)OC)O)(C(=O)CO)O)N)O.Cl. Cell line: RXF 393. Synergy scores: CSS=44.1, Synergy_ZIP=-3.85, Synergy_Bliss=-1.35, Synergy_Loewe=-7.51, Synergy_HSA=0.252. (4) Drug 1: CCC1=C2CN3C(=CC4=C(C3=O)COC(=O)C4(CC)O)C2=NC5=C1C=C(C=C5)O. Drug 2: CCN(CC)CCCC(C)NC1=C2C=C(C=CC2=NC3=C1C=CC(=C3)Cl)OC. Cell line: SW-620. Synergy scores: CSS=55.6, Synergy_ZIP=8.20, Synergy_Bliss=8.52, Synergy_Loewe=8.26, Synergy_HSA=11.7. (5) Drug 1: C1=CC(=CC=C1CC(C(=O)O)N)N(CCCl)CCCl.Cl. Drug 2: CC1C(C(CC(O1)OC2CC(CC3=C2C(=C4C(=C3O)C(=O)C5=C(C4=O)C(=CC=C5)OC)O)(C(=O)CO)O)N)O.Cl. Cell line: OVCAR3. Synergy scores: CSS=36.5, Synergy_ZIP=-0.857, Synergy_Bliss=-2.23, Synergy_Loewe=-10.8, Synergy_HSA=-1.95. (6) Drug 1: C1=NC2=C(N=C(N=C2N1C3C(C(C(O3)CO)O)O)F)N. Drug 2: C(CN)CNCCSP(=O)(O)O. Cell line: SF-268. Synergy scores: CSS=-3.48, Synergy_ZIP=-0.498, Synergy_Bliss=-3.95, Synergy_Loewe=-6.26, Synergy_HSA=-4.85.